Dataset: Reaction yield outcomes from USPTO patents with 853,638 reactions. Task: Predict the reaction yield, written as a fraction of the theoretical maximum amount of product (1.0 means a 100% yield; for example, 0.34 means a 34% yield). (1) The reactants are I[CH2:2][CH2:3][S:4][C:5]1[CH:10]=[CH:9][C:8]([N+:11]([O-:13])=[O:12])=[CH:7][C:6]=1[NH:14][CH:15]1[CH2:20][CH2:19][N:18]([C:21]([O:23][C:24]([CH3:27])([CH3:26])[CH3:25])=[O:22])[CH2:17][CH2:16]1.C(=O)([O-])[O-].[K+].[K+]. The catalyst is CN(C=O)C.C(OCC)(=O)C. The product is [N+:11]([C:8]1[CH:9]=[CH:10][C:5]2[S:4][CH2:3][CH2:2][N:14]([CH:15]3[CH2:20][CH2:19][N:18]([C:21]([O:23][C:24]([CH3:27])([CH3:26])[CH3:25])=[O:22])[CH2:17][CH2:16]3)[C:6]=2[CH:7]=1)([O-:13])=[O:12]. The yield is 0.424. (2) The reactants are [C:1](#[N:6])[CH2:2][C:3]([CH3:5])=[O:4].C(O[CH:12]([N:16]([CH3:18])[CH3:17])N(C)C)(C)(C)C.CO[CH:21](OC)[N:22]([CH3:24])[CH3:23]. No catalyst specified. The product is [CH3:18][N:16]([CH3:17])[CH:12]=[CH:5][C:3](=[O:4])[C:2](=[CH:21][N:22]([CH3:24])[CH3:23])[C:1]#[N:6]. The yield is 0.670. (3) The reactants are [CH2:1]([NH:8][C:9]1[C:18]2[C:13](=[CH:14][CH:15]=[CH:16][CH:17]=2)[N:12]=[C:11]([N:19]2[CH2:24][CH2:23][NH:22][CH2:21][CH2:20]2)[N:10]=1)[C:2]1[CH:7]=[CH:6][CH:5]=[CH:4][CH:3]=1.C(N(CC)CC)C.[C:32](Cl)(=[O:36])[CH:33]([CH3:35])[CH3:34]. The catalyst is C(Cl)Cl. The product is [CH2:1]([NH:8][C:9]1[C:18]2[C:13](=[CH:14][CH:15]=[CH:16][CH:17]=2)[N:12]=[C:11]([N:19]2[CH2:24][CH2:23][N:22]([C:32](=[O:36])[CH:33]([CH3:35])[CH3:34])[CH2:21][CH2:20]2)[N:10]=1)[C:2]1[CH:3]=[CH:4][CH:5]=[CH:6][CH:7]=1. The yield is 0.810. (4) The reactants are [O:1]([C:14]1[CH:19]=[C:18]([CH2:20]OC(=O)C)[CH:17]=[CH:16][C:15]=1[CH2:25][C:26]1[CH:31]=[CH:30][C:29]([O:32][CH3:33])=[CH:28][CH:27]=1)[C@@H:2]1[O:10][C@H:9]([C@@H:11]([CH3:13])[OH:12])[C@@H:7]([OH:8])[C@H:5]([OH:6])[C@H:3]1[OH:4]. The catalyst is CO.C(OCC)(=O)C.[Pd]. The product is [O:1]([C:14]1[CH:19]=[C:18]([CH3:20])[CH:17]=[CH:16][C:15]=1[CH2:25][C:26]1[CH:27]=[CH:28][C:29]([O:32][CH3:33])=[CH:30][CH:31]=1)[C@@H:2]1[O:10][C@H:9]([C@@H:11]([CH3:13])[OH:12])[C@@H:7]([OH:8])[C@H:5]([OH:6])[C@H:3]1[OH:4]. The yield is 0.896. (5) The reactants are [CH3:1][O:2][C:3]1[CH:4]=[C:5]2[C:10](=[CH:11][C:12]=1[O:13][CH3:14])[N:9]=[CH:8][CH:7]=[C:6]2[O:15][C:16]1[C:22]([CH3:23])=[CH:21][C:19]([NH2:20])=[C:18]([CH3:24])[CH:17]=1.C1(C)C=CC=CC=1.C(N(CC)CC)C.ClC(Cl)(O[C:43](=[O:49])[O:44][C:45](Cl)(Cl)Cl)Cl.[F:51][C:52]1[CH:61]=[CH:60][CH:59]=[CH:58][C:53]=1[O:54][CH2:55]CO. The catalyst is C(Cl)Cl. The product is [CH3:1][O:2][C:3]1[CH:4]=[C:5]2[C:10](=[CH:11][C:12]=1[O:13][CH3:14])[N:9]=[CH:8][CH:7]=[C:6]2[O:15][C:16]1[C:22]([CH3:23])=[CH:21][C:19]([NH:20][C:43](=[O:49])[O:44][CH2:45][CH2:55][O:54][C:53]2[CH:58]=[CH:59][CH:60]=[CH:61][C:52]=2[F:51])=[C:18]([CH3:24])[CH:17]=1. The yield is 0.660. (6) The reactants are [OH:1][C:2]1[CH:3]=[CH:4][C:5]([N+:15]([O-])=O)=[C:6]([CH:14]=1)[O:7][CH2:8][C:9]([CH3:13])([OH:12])[CH2:10][OH:11]. The catalyst is [Pd].C(OCC)(=O)C. The product is [NH2:15][C:5]1[CH:4]=[CH:3][C:2]([OH:1])=[CH:14][C:6]=1[O:7][CH2:8][C:9]([CH3:13])([OH:12])[CH2:10][OH:11]. The yield is 0.610. (7) The reactants are [NH2:1][C:2]1[C:7]([O:8]C)=[CH:6][C:5]([N+:10]([O-:12])=[O:11])=[CH:4][N:3]=1.Cl.N1C=CC=CC=1. No catalyst specified. The product is [NH2:1][C:2]1[C:7]([OH:8])=[CH:6][C:5]([N+:10]([O-:12])=[O:11])=[CH:4][N:3]=1. The yield is 0.490.